From a dataset of Peptide-MHC class I binding affinity with 185,985 pairs from IEDB/IMGT. Regression. Given a peptide amino acid sequence and an MHC pseudo amino acid sequence, predict their binding affinity value. This is MHC class I binding data. (1) The peptide sequence is FPYSIPATL. The binding affinity (normalized) is 0.929. The MHC is HLA-B53:01 with pseudo-sequence HLA-B53:01. (2) The peptide sequence is IHDFVDKTL. The MHC is HLA-B51:01 with pseudo-sequence HLA-B51:01. The binding affinity (normalized) is 0.0847. (3) The peptide sequence is WAIQCYTGV. The MHC is HLA-B07:02 with pseudo-sequence HLA-B07:02. The binding affinity (normalized) is 0.213.